This data is from Full USPTO retrosynthesis dataset with 1.9M reactions from patents (1976-2016). The task is: Predict the reactants needed to synthesize the given product. The reactants are: C1(P(C2C=CC=CC=2)C2C=CC=CC=2)C=CC=CC=1.CCOC(/N=N/C(OCC)=O)=O.[CH3:32][C:33]1([CH3:44])[O:38][CH2:37][C:36]([CH2:42][OH:43])([N+:39]([O-:41])=[O:40])[CH2:35][O:34]1.[CH3:45][C:46]1[CH:51]=[C:50]([C:52]2[N:56]=[C:55]([C:57]3[S:64][C:63]([CH3:65])=[C:62]4[C:58]=3[CH2:59][C@H:60]3[C:66]([CH3:68])([CH3:67])[C@H:61]34)[O:54][N:53]=2)[CH:49]=[C:48]([CH3:69])[C:47]=1O. Given the product [CH3:32][C:33]1([CH3:44])[O:34][CH2:35][C:36]([CH2:42][O:43][C:47]2[C:48]([CH3:69])=[CH:49][C:50]([C:52]3[N:56]=[C:55]([C:57]4[S:64][C:63]([CH3:65])=[C:62]5[C:58]=4[CH2:59][C@H:60]4[C:66]([CH3:67])([CH3:68])[C@H:61]45)[O:54][N:53]=3)=[CH:51][C:46]=2[CH3:45])([N+:39]([O-:41])=[O:40])[CH2:37][O:38]1, predict the reactants needed to synthesize it.